Dataset: Catalyst prediction with 721,799 reactions and 888 catalyst types from USPTO. Task: Predict which catalyst facilitates the given reaction. (1) Reactant: C(N(CC)CC)C.Cl.[F:9][C:10]1[CH:11]=[C:12]([CH:27]=[C:28]([C:30]2[CH:35]=[CH:34][N:33]=[CH:32][CH:31]=2)[CH:29]=1)/[CH:13]=[CH:14]/[C:15]1[CH:20]=[CH:19][C:18]([N:21]2[CH2:26][CH2:25][NH:24][CH2:23][CH2:22]2)=[CH:17][CH:16]=1.[CH:36]1([S:39](Cl)(=[O:41])=[O:40])[CH2:38][CH2:37]1. Product: [CH:36]1([S:39]([N:24]2[CH2:23][CH2:22][N:21]([C:18]3[CH:19]=[CH:20][C:15](/[CH:14]=[CH:13]/[C:12]4[CH:27]=[C:28]([C:30]5[CH:31]=[CH:32][N:33]=[CH:34][CH:35]=5)[CH:29]=[C:10]([F:9])[CH:11]=4)=[CH:16][CH:17]=3)[CH2:26][CH2:25]2)(=[O:41])=[O:40])[CH2:38][CH2:37]1. The catalyst class is: 4. (2) Reactant: [CH2:1]([O:8][C:9]([N:11]1[CH2:16][CH2:15][CH:14]([C:17]([OH:19])=O)[CH2:13][CH2:12]1)=[O:10])[C:2]1[CH:7]=[CH:6][CH:5]=[CH:4][CH:3]=1.Cl.[CH3:21][NH:22][O:23][CH3:24].C(Cl)CCl.C(N(CC)CC)C.Cl. Product: [CH3:24][O:23][N:22]([CH3:21])[C:17]([CH:14]1[CH2:13][CH2:12][N:11]([C:9]([O:8][CH2:1][C:2]2[CH:3]=[CH:4][CH:5]=[CH:6][CH:7]=2)=[O:10])[CH2:16][CH2:15]1)=[O:19]. The catalyst class is: 4.